From a dataset of Catalyst prediction with 721,799 reactions and 888 catalyst types from USPTO. Predict which catalyst facilitates the given reaction. (1) Reactant: [OH:1][B:2]1[C:6]2[CH:7]=[C:8]([O:12][C:13]3[CH:18]=[C:17]([C:19](=[NH:22])[NH:20][OH:21])[CH:16]=[CH:15][N:14]=3)[CH:9]=[C:10]([CH3:11])[C:5]=2[CH:4]([CH2:23][C:24]([O:26]CC)=[O:25])[O:3]1.Cl. Product: [OH:1][B:2]1[C:6]2[CH:7]=[C:8]([O:12][C:13]3[CH:18]=[C:17]([C:19](=[NH:22])[NH:20][OH:21])[CH:16]=[CH:15][N:14]=3)[CH:9]=[C:10]([CH3:11])[C:5]=2[CH:4]([CH2:23][C:24]([OH:26])=[O:25])[O:3]1. The catalyst class is: 74. (2) Reactant: [CH3:1][O:2][C:3]1[C:4]([CH3:10])=[C:5]([CH:7]=[CH:8][CH:9]=1)[NH2:6].[CH2:11]([O:13][C:14](=N)[CH2:15][C:16]([O:18][CH2:19][CH3:20])=[O:17])[CH3:12]. Product: [CH2:19]([O:18][C:16](=[O:17])[CH2:15][C:14]([O:13][CH2:11][CH3:12])=[N:6][C:5]1[CH:7]=[CH:8][CH:9]=[C:3]([O:2][CH3:1])[C:4]=1[CH3:10])[CH3:20]. The catalyst class is: 14. (3) Reactant: [CH3:1][O:2][C:3]1[CH:8]=[CH:7][C:6]([C:9]2([CH3:17])[NH:14][CH:13]([CH2:15][NH2:16])[CH2:12][O:11][CH2:10]2)=[CH:5][CH:4]=1.[CH3:18]OC(OC)N(C)C. Product: [CH3:1][O:2][C:3]1[CH:4]=[CH:5][C:6]([C:9]2([CH3:17])[CH2:10][O:11][CH2:12][CH:13]3[CH2:15][N:16]=[CH:18][N:14]23)=[CH:7][CH:8]=1. The catalyst class is: 4. (4) Reactant: [Cl:1][C:2]1[C:10]([O:11][CH:12]2[CH2:17][CH2:16][CH:15]([CH3:18])[N:14]([C:19](=[O:31])[C:20]3[CH:25]=[CH:24][CH:23]=[CH:22][C:21]=3[N:26]3[N:30]=[CH:29][CH:28]=[N:27]3)[CH2:13]2)=[N:9][CH:8]=[CH:7][C:3]=1[C:4]([OH:6])=[O:5].[Si](C=[N+]=[N-])(C)(C)[CH3:33]. Product: [CH3:33][O:5][C:4](=[O:6])[C:3]1[CH:7]=[CH:8][N:9]=[C:10]([O:11][CH:12]2[CH2:17][CH2:16][CH:15]([CH3:18])[N:14]([C:19](=[O:31])[C:20]3[CH:25]=[CH:24][CH:23]=[CH:22][C:21]=3[N:26]3[N:30]=[CH:29][CH:28]=[N:27]3)[CH2:13]2)[C:2]=1[Cl:1]. The catalyst class is: 98. (5) Reactant: [C:1]([C:3]1[N:8]=[CH:7][CH:6]=[CH:5][N:4]=1)#[N:2].CO[CH:11](OC)[CH2:12][NH2:13].[ClH:16]. Product: [ClH:16].[NH:2]1[CH:11]=[CH:12][N:13]=[C:1]1[C:3]1[N:8]=[CH:7][CH:6]=[CH:5][N:4]=1. The catalyst class is: 5.